From a dataset of Full USPTO retrosynthesis dataset with 1.9M reactions from patents (1976-2016). Predict the reactants needed to synthesize the given product. (1) Given the product [Cl:11][C:9]1[C:8]([N:14]2[CH2:18][CH2:17][CH:16]([C:19]([OH:21])=[O:20])[CH2:15]2)=[N:7][CH:6]=[C:5]([C:4]([O:3][CH2:1][CH3:2])=[O:13])[CH:10]=1, predict the reactants needed to synthesize it. The reactants are: [CH2:1]([O:3][C:4](=[O:13])[C:5]1[CH:10]=[C:9]([Cl:11])[C:8](Cl)=[N:7][CH:6]=1)[CH3:2].[NH:14]1[CH2:18][CH2:17][CH:16]([C:19]([OH:21])=[O:20])[CH2:15]1.CCN(C(C)C)C(C)C. (2) Given the product [F:1][C:2]1[CH:3]=[CH:4][C:5]([C:8](=[O:17])[C:9]([C:10]2[CH:15]=[CH:14][N:13]=[C:12]([F:16])[CH:11]=2)=[N:23][OH:22])=[CH:6][CH:7]=1, predict the reactants needed to synthesize it. The reactants are: [F:1][C:2]1[CH:7]=[CH:6][C:5]([C:8](=[O:17])[CH2:9][C:10]2[CH:15]=[CH:14][N:13]=[C:12]([F:16])[CH:11]=2)=[CH:4][CH:3]=1.C([O:22][N:23]=O)(C)(C)C.Cl. (3) Given the product [Cl:22][C:23]1[CH:28]=[C:27]([C:2]2[CH:3]=[N:4][N:5]3[CH:10]=[CH:9][C:8]([NH:11][CH:12]([CH3:21])[CH2:13][CH2:14][CH2:15][N:16]([CH2:19][CH3:20])[CH2:17][CH3:18])=[N:7][C:6]=23)[CH:26]=[CH:25][CH:24]=1, predict the reactants needed to synthesize it. The reactants are: Br[C:2]1[CH:3]=[N:4][N:5]2[CH:10]=[CH:9][C:8]([NH:11][CH:12]([CH3:21])[CH2:13][CH2:14][CH2:15][N:16]([CH2:19][CH3:20])[CH2:17][CH3:18])=[N:7][C:6]=12.[Cl:22][C:23]1[CH:24]=[C:25](B(O)O)[CH:26]=[CH:27][CH:28]=1.CC1C=CC=CC=1P(C1C=CC=CC=1C)C1C=CC=CC=1C.C(=O)([O-])O.[Na+]. (4) Given the product [CH2:1]([O:8][C@@H:9]([CH2:21][O:22][CH2:23][C:24]1[CH:25]=[CH:26][CH:27]=[CH:28][CH:29]=1)[CH2:10][C:11]1([S:14]([OH:17])(=[O:16])=[O:15])[CH2:13][CH2:12]1)[C:2]1[CH:7]=[CH:6][CH:5]=[CH:4][CH:3]=1, predict the reactants needed to synthesize it. The reactants are: [CH2:1]([O:8][C@@H:9]([CH2:21][O:22][CH2:23][C:24]1[CH:29]=[CH:28][CH:27]=[CH:26][CH:25]=1)[CH2:10][C:11]1([S:14]([O:17]C(C)C)(=[O:16])=[O:15])[CH2:13][CH2:12]1)[C:2]1[CH:7]=[CH:6][CH:5]=[CH:4][CH:3]=1.C([S-])#N.[K+].O. (5) Given the product [C:1]([NH:4][C:5]1[C:14]([Cl:15])=[CH:13][C:8]([C:9]([O:11][CH3:12])=[O:10])=[C:7]([CH3:24])[CH:6]=1)(=[O:3])[CH3:2], predict the reactants needed to synthesize it. The reactants are: [C:1]([NH:4][C:5]1[C:14]([Cl:15])=[CH:13][C:8]([C:9]([O:11][CH3:12])=[O:10])=[C:7](OS(C(F)(F)F)(=O)=O)[CH:6]=1)(=[O:3])[CH3:2].[CH3:24]B(O)O.C(Cl)Cl. (6) Given the product [CH2:1]([C:5]1[C:6](=[O:13])[NH:7][C:8](=[O:17])[NH:9][C:10]=1[CH3:11])[CH2:2][CH2:3][CH3:4], predict the reactants needed to synthesize it. The reactants are: [CH2:1]([C:5]1[C:6](=[O:13])[NH:7][C:8](=S)[NH:9][C:10]=1[CH3:11])[CH2:2][CH2:3][CH3:4].ClCC(O)=[O:17].